Dataset: Forward reaction prediction with 1.9M reactions from USPTO patents (1976-2016). Task: Predict the product of the given reaction. (1) Given the reactants Br[C:2]12CC3(C)CC(C)(CC(C)(C3)C1)C2.C(N)=O.[CH:18]([NH:20][C:21]12[CH2:30][CH:25]3[CH2:26][CH:27]([CH2:29][CH:23]([CH2:24]3)[CH2:22]1)[CH2:28]2)=[O:19], predict the reaction product. The product is: [C:18]([NH:20][C:21]12[CH2:30][CH:25]3[CH2:24][CH:23]([CH2:29][CH:27]([CH2:26]3)[CH2:28]1)[CH2:22]2)(=[O:19])[CH3:2]. (2) Given the reactants Br[C:2]1[CH:7]=[CH:6][C:5]([N+:8]([O-:10])=[O:9])=[CH:4][C:3]=1[O:11][CH3:12].[CH3:13][N:14]1[CH:18]=[C:17](B2OC(C)(C)C(C)(C)O2)[CH:16]=[N:15]1.C(=O)([O-])[O-].[K+].[K+], predict the reaction product. The product is: [CH3:12][O:11][C:3]1[CH:4]=[C:5]([N+:8]([O-:10])=[O:9])[CH:6]=[CH:7][C:2]=1[C:17]1[CH:16]=[N:15][N:14]([CH3:13])[CH:18]=1. (3) Given the reactants [CH3:1][O:2][C:3](=[O:11])[C:4]1[CH:9]=[CH:8][CH:7]=[C:6]([OH:10])[CH:5]=1.[Br:12][CH2:13][CH2:14]Br.C(=O)([O-])[O-].[K+].[K+], predict the reaction product. The product is: [CH3:1][O:2][C:3](=[O:11])[C:4]1[CH:9]=[CH:8][CH:7]=[C:6]([O:10][CH2:14][CH2:13][Br:12])[CH:5]=1.